From a dataset of Forward reaction prediction with 1.9M reactions from USPTO patents (1976-2016). Predict the product of the given reaction. (1) Given the reactants COC([CH:5]1[C:13](=[O:14])[C:9]2([CH2:12][CH2:11][CH2:10]2)[CH2:8][NH:7][C:6]1=[O:15])=O, predict the reaction product. The product is: [CH2:12]1[C:9]2([C:13](=[O:14])[CH2:5][C:6](=[O:15])[NH:7][CH2:8]2)[CH2:10][CH2:11]1. (2) Given the reactants [H-].[Na+].[OH:3][C:4]1[CH:13]=[CH:12][C:7]2[N:8]=[C:9]([CH3:11])[NH:10][C:6]=2[CH:5]=1.Cl[C:15]1[C:24]2[C:19](=[CH:20][C:21]([O:27][CH3:28])=[C:22]([O:25][CH3:26])[CH:23]=2)[N:18]=[CH:17][N:16]=1, predict the reaction product. The product is: [CH3:26][O:25][C:22]1[CH:23]=[C:24]2[C:19](=[CH:20][C:21]=1[O:27][CH3:28])[N:18]=[CH:17][N:16]=[C:15]2[O:3][C:4]1[CH:13]=[CH:12][C:7]2[N:8]=[C:9]([CH3:11])[NH:10][C:6]=2[CH:5]=1. (3) Given the reactants [H-].[Na+].CC1C=CC(S([CH2:13][CH2:14][CH2:15][CH:16]2[CH2:21][CH2:20][CH2:19][CH2:18][N:17]2[CH:22]([C:25]2[CH:30]=[CH:29][C:28]([Br:31])=[CH:27][CH:26]=2)[C:23]#[N:24])(=O)=O)=CC=1.O, predict the reaction product. The product is: [Br:31][C:28]1[CH:27]=[CH:26][C:25]([C:22]2([C:23]#[N:24])[N:17]3[CH:16]([CH2:21][CH2:20][CH2:19][CH2:18]3)[CH2:15][CH2:14][CH2:13]2)=[CH:30][CH:29]=1. (4) The product is: [OH:2][C:3]1[CH:20]=[C:19]([C:21]([N:60]2[CH2:65][CH2:64][O:63][CH2:62][CH2:61]2)=[O:23])[CH:18]=[C:17]2[C:4]=1[C@@:5]1([CH3:29])[C@H:14]([CH2:15][S:16]2(=[O:24])=[O:25])[C@:13]2([CH3:26])[C@H:8]([C:9]([CH3:28])([CH3:27])[CH2:10][CH2:11][CH2:12]2)[CH2:7][CH2:6]1. Given the reactants C[O:2][C:3]1[CH:20]=[C:19]([C:21]([OH:23])=O)[CH:18]=[C:17]2[C:4]=1[C@H:5]1[C@H:14]([CH2:15][S:16]2(=[O:25])=[O:24])[C@:13]2([CH3:26])[C@H:8]([C:9]([CH3:28])([CH3:27])[CH2:10][CH2:11][CH2:12]2)[CH2:7][CH2:6]1.[CH3:29]N(C(ON1N=NC2C=CC=NC1=2)=[N+](C)C)C.F[P-](F)(F)(F)(F)F.CN1CCOCC1.[NH:60]1[CH2:65][CH2:64][O:63][CH2:62][CH2:61]1, predict the reaction product. (5) Given the reactants [CH3:1][O:2][CH2:3][C:4]1[C:8]([C:9]([O:11][CH3:12])=[O:10])=[CH:7][NH:6][N:5]=1.Cl[C:14]1[CH:19]=[CH:18][CH:17]=[C:16]([C:20]([F:23])([F:22])[F:21])[N:15]=1.C(=O)([O-])[O-].[K+].[K+], predict the reaction product. The product is: [CH3:1][O:2][CH2:3][C:4]1[C:8]([C:9]([O:11][CH3:12])=[O:10])=[CH:7][N:6]([C:14]2[CH:19]=[CH:18][CH:17]=[C:16]([C:20]([F:23])([F:22])[F:21])[N:15]=2)[N:5]=1. (6) Given the reactants [F:1][C:2]1[CH:3]=[C:4]([NH:9][C:10]2[CH:15]=[CH:14][CH:13]=[CH:12][CH:11]=2)[C:5]([NH2:8])=[CH:6][CH:7]=1.[CH2:16]([O:23][CH2:24][CH2:25][C@H:26]([NH:30][C:31]([O:33][C:34]([CH3:37])([CH3:36])[CH3:35])=[O:32])[C:27](O)=[O:28])[C:17]1[CH:22]=[CH:21][CH:20]=[CH:19][CH:18]=1.C1C=NC2N(O)N=NC=2C=1.CN1CCOCC1.Cl.CN(C)CCCN=C=NCC, predict the reaction product. The product is: [C:34]([O:33][C:31](=[O:32])[NH:30][C@H:26]([C:27](=[O:28])[NH:8][C:5]1[CH:6]=[CH:7][C:2]([F:1])=[CH:3][C:4]=1[NH:9][C:10]1[CH:15]=[CH:14][CH:13]=[CH:12][CH:11]=1)[CH2:25][CH2:24][O:23][CH2:16][C:17]1[CH:22]=[CH:21][CH:20]=[CH:19][CH:18]=1)([CH3:37])([CH3:35])[CH3:36]. (7) Given the reactants [C:1]1([CH3:11])[CH:6]=[CH:5][C:4]([S:7]([OH:10])(=[O:9])=[O:8])=[CH:3][CH:2]=1.[CH3:12][O:13][C:14]1[CH:15]=[C:16]2[CH2:25][CH:24]([CH2:26][CH:27]3[CH2:32][CH2:31][N:30]([CH2:33][C:34]4[CH:35]=[CH:36][CH:37]=[CH:38][CH:39]=4)[CH2:29][CH2:28]3)[C:22](=[O:23])[C:17]2=[CH:18][C:19]=1[O:20][CH3:21], predict the reaction product. The product is: [CH3:12][O:13][C:14]1[CH:15]=[C:16]2[CH2:25][CH:24]([CH2:26][CH:27]3[CH2:28][CH2:29][N:30]([CH2:33][C:34]4[CH:39]=[CH:38][CH:37]=[CH:36][CH:35]=4)[CH2:31][CH2:32]3)[C:22](=[O:23])[C:17]2=[CH:18][C:19]=1[O:20][CH3:21].[C:1]1([CH3:11])[CH:2]=[CH:3][C:4]([S:7]([O-:10])(=[O:8])=[O:9])=[CH:5][CH:6]=1. (8) Given the reactants FC(F)(F)C([NH:5][CH2:6][CH2:7][N:8]1[CH2:13][CH2:12][N:11]([C:14]2[C:23]3[C:18](=N[CH:20]=[C:21]([O:24][CH3:25])[CH:22]=3)[N:17]=[CH:16][C:15]=2[Cl:26])[CH2:10][CH2:9]1)=O.[C:29]([O-])([O-])=O.[K+].[K+].O, predict the reaction product. The product is: [Cl:26][C:15]1[CH:16]=[N:17][C:18]2[C:23]([C:14]=1[N:11]1[CH2:10][CH2:9][N:8]([CH2:7][CH2:6][NH2:5])[CH2:13][CH2:12]1)=[CH:22][C:21]([O:24][CH3:25])=[CH:20][CH:29]=2.